From a dataset of Full USPTO retrosynthesis dataset with 1.9M reactions from patents (1976-2016). Predict the reactants needed to synthesize the given product. (1) Given the product [F:20][C:21]1[CH:22]=[CH:23][C:24]([O:25][C:26]2[CH:27]=[CH:28][C:29]([S:32]([N:35]3[CH2:44][CH2:43][C:42]4[C:37](=[CH:38][CH:39]=[C:40]([O:45][CH2:59][CH2:58][N:52]5[CH2:57][CH2:56][O:55][CH2:54][CH2:53]5)[CH:41]=4)[CH:36]3[C:46]([O:48][CH3:49])=[O:47])(=[O:33])=[O:34])=[CH:30][CH:31]=2)=[CH:50][CH:51]=1, predict the reactants needed to synthesize it. The reactants are: C1C=CC(P(C2C=CC=CC=2)C2C=CC=CC=2)=CC=1.[F:20][C:21]1[CH:51]=[CH:50][C:24]([O:25][C:26]2[CH:31]=[CH:30][C:29]([S:32]([N:35]3[CH2:44][CH2:43][C:42]4[C:37](=[CH:38][CH:39]=[C:40]([OH:45])[CH:41]=4)[CH:36]3[C:46]([O:48][CH3:49])=[O:47])(=[O:34])=[O:33])=[CH:28][CH:27]=2)=[CH:23][CH:22]=1.[N:52]1([CH2:58][CH2:59]O)[CH2:57][CH2:56][O:55][CH2:54][CH2:53]1.CCOC(/N=N/C(OCC)=O)=O. (2) Given the product [O:11]1[CH:12]=[CH:13][N:14]=[C:10]1[C:7]1[CH:6]=[CH:5][C:4]([CH2:3][OH:2])=[CH:9][CH:8]=1, predict the reactants needed to synthesize it. The reactants are: C[O:2][C:3](=O)[C:4]1[CH:9]=[CH:8][C:7]([C:10]2[O:11][CH:12]=[CH:13][N:14]=2)=[CH:6][CH:5]=1.CC(C[AlH]CC(C)C)C. (3) Given the product [CH2:1]([O:5][C:6]1[CH:7]=[C:8](/[CH:20]=[C:21](\[O:25][CH3:26])/[C:22]([OH:24])=[O:23])[CH:9]=[CH:10][C:11]=1[C:41]1[CH:40]=[CH:39][CH:38]=[C:37]([N:36]([CH3:52])[C:35]([NH:34][CH2:27][CH2:28][CH2:29][CH2:30][CH2:31][CH2:32][CH3:33])=[O:53])[CH:42]=1)[CH2:2][CH2:3][CH3:4], predict the reactants needed to synthesize it. The reactants are: [CH2:1]([O:5][C:6]1[CH:7]=[C:8](/[CH:20]=[C:21](\[O:25][CH3:26])/[C:22]([OH:24])=[O:23])[CH:9]=[CH:10][C:11]=1OS(C(F)(F)F)(=O)=O)[CH2:2][CH2:3][CH3:4].[CH2:27]([NH:34][C:35](=[O:53])[N:36]([CH3:52])[C:37]1[CH:42]=[CH:41][CH:40]=[C:39](B2OC(C)(C)C(C)(C)O2)[CH:38]=1)[CH2:28][CH2:29][CH2:30][CH2:31][CH2:32][CH3:33].P([O-])([O-])([O-])=O.[K+].[K+].[K+]. (4) Given the product [NH2:21][C:17]1([C:14]2[CH:15]=[CH:16][C:11]([C:9]3[N:10]=[C:5]4[C:4]([CH2:35][CH2:36][C:37]([O:39][CH3:40])=[O:38])=[CH:3][CH:2]=[N:7][N:6]4[C:8]=3[C:29]3[CH:30]=[CH:31][CH:32]=[CH:33][CH:34]=3)=[CH:12][CH:13]=2)[CH2:18][CH2:19][CH2:20]1, predict the reactants needed to synthesize it. The reactants are: Br[C:2]1[CH:3]=[C:4](/[CH:35]=[CH:36]/[C:37]([O:39][CH3:40])=[O:38])[C:5]2[N:6]([C:8]([C:29]3[CH:34]=[CH:33][CH:32]=[CH:31][CH:30]=3)=[C:9]([C:11]3[CH:16]=[CH:15][C:14]([C:17]4([NH:21]C(OC(C)(C)C)=O)[CH2:20][CH2:19][CH2:18]4)=[CH:13][CH:12]=3)[N:10]=2)[N:7]=1. (5) Given the product [CH3:1][S:2]([C:3]1[CH:11]=[CH:10][C:6]([C:7]([OH:9])=[O:8])=[CH:5][C:4]=1[N+:12]([O-:14])=[O:13])=[O:18], predict the reactants needed to synthesize it. The reactants are: [CH3:1][S:2][C:3]1[CH:11]=[CH:10][C:6]([C:7]([OH:9])=[O:8])=[CH:5][C:4]=1[N+:12]([O-:14])=[O:13].OO.S(S([O-])=O)([O-])(=O)=[O:18].[Na+].[Na+]. (6) Given the product [ClH:11].[Cl:17][CH2:8][C:6]1[CH:7]=[C:2]([CH3:1])[N:3]=[C:4]([CH3:10])[CH:5]=1, predict the reactants needed to synthesize it. The reactants are: [CH3:1][C:2]1[CH:7]=[C:6]([CH2:8]O)[CH:5]=[C:4]([CH3:10])[N:3]=1.[Cl:11]CCCl.S(Cl)([Cl:17])=O.